This data is from NCI-60 drug combinations with 297,098 pairs across 59 cell lines. The task is: Regression. Given two drug SMILES strings and cell line genomic features, predict the synergy score measuring deviation from expected non-interaction effect. Drug 1: CC1=CC2C(CCC3(C2CCC3(C(=O)C)OC(=O)C)C)C4(C1=CC(=O)CC4)C. Drug 2: CC1C(C(CC(O1)OC2CC(CC3=C2C(=C4C(=C3O)C(=O)C5=C(C4=O)C(=CC=C5)OC)O)(C(=O)CO)O)N)O.Cl. Synergy scores: CSS=58.7, Synergy_ZIP=3.27, Synergy_Bliss=5.89, Synergy_Loewe=-32.8, Synergy_HSA=5.23. Cell line: NCI-H522.